This data is from Full USPTO retrosynthesis dataset with 1.9M reactions from patents (1976-2016). The task is: Predict the reactants needed to synthesize the given product. (1) Given the product [C:32]([O:34][CH:19]1[C:11]2=[N:12][CH:13]=[C:14]([N+:15]([O-:17])=[O:16])[C:9]([N:5]3[CH2:6][C@H:7]([CH3:8])[C:2]([OH:1])([CH3:30])[C@H:3]([NH:22][C:23]([O:24][C:25]([CH3:27])([CH3:26])[CH3:28])=[O:29])[CH2:4]3)=[C:10]2[CH2:21][CH2:20]1)(=[O:33])[CH3:31], predict the reactants needed to synthesize it. The reactants are: [OH:1][C:2]1([CH3:30])[C@@H:7]([CH3:8])[CH2:6][N:5]([C:9]2[C:14]([N+:15]([O-:17])=[O:16])=[CH:13][N+:12]([O-])=[C:11]3[CH2:19][CH2:20][CH2:21][C:10]=23)[CH2:4][C@H:3]1[NH:22][C:23](=[O:29])[O:24][C:25]([CH3:28])([CH3:27])[CH3:26].[CH3:31][C:32]([O:34]C(C)=O)=[O:33]. (2) The reactants are: [OH-].[Na+].CC(C)=O.O.Cl[C:9]1[CH:14]=[C:13]([Cl:15])[N:12]=[CH:11][N:10]=1.[OH:16][C:17]1[CH:18]=[C:19]2[C:23](=[CH:24][CH:25]=1)[NH:22][CH:21]=[CH:20]2. Given the product [Cl:15][C:13]1[N:12]=[CH:11][N:10]=[C:9]([O:16][C:17]2[CH:18]=[C:19]3[C:23](=[CH:24][CH:25]=2)[NH:22][CH:21]=[CH:20]3)[CH:14]=1, predict the reactants needed to synthesize it. (3) Given the product [CH3:12][N:13]1[C:17]([CH2:18][CH2:19][C:20]2[CH:25]=[CH:24][C:23]([C:26]([F:27])([F:29])[F:28])=[CH:22][CH:21]=2)=[C:16]([C:9]([NH2:8])=[O:10])[CH:15]=[N:14]1, predict the reactants needed to synthesize it. The reactants are: C(Cl)(=O)C(Cl)=O.C[N:8](C)[CH:9]=[O:10].[CH3:12][N:13]1[C:17]([CH2:18][CH2:19][C:20]2[CH:25]=[CH:24][C:23]([C:26]([F:29])([F:28])[F:27])=[CH:22][CH:21]=2)=[C:16](C(O)=O)[CH:15]=[N:14]1. (4) Given the product [CH3:5][O:6][C:7]([C:9]1[S:10][C:11]([CH2:14][CH2:15][CH2:16][C@H:17]2[CH2:21][CH2:20][C:19]([Cl:22])=[C:18]2[C:23]2[CH:24]=[CH:25][C:26]([C@H:29]([OH:35])[CH2:30][CH2:31][CH2:32][CH2:33][CH3:34])=[CH:27][CH:28]=2)=[CH:12][CH:13]=1)=[O:8], predict the reactants needed to synthesize it. The reactants are: [OH-].[Na+].CO.[CH3:5][O:6][C:7]([C:9]1[S:10][C:11]([CH2:14][CH2:15][CH2:16][C@H:17]2[CH2:21][CH2:20][C:19]([Cl:22])=[C:18]2[C:23]2[CH:28]=[CH:27][C:26]([C@H:29]([O:35]C(=O)C3C=CC([N+]([O-])=O)=CC=3)[CH2:30][CH2:31][CH2:32][CH2:33][CH3:34])=[CH:25][CH:24]=2)=[CH:12][CH:13]=1)=[O:8].Cl. (5) Given the product [C:26]([N:24]([CH2:23][C:14]1[CH:15]=[C:16]([C:19]([F:20])([F:22])[F:21])[CH:17]=[CH:18][C:13]=1[C:7]1[C:8]([O:11][CH3:12])=[CH:9][CH:10]=[C:5]([CH2:4][C:3]([OH:29])=[O:2])[CH:6]=1)[CH3:25])(=[O:28])[CH3:27], predict the reactants needed to synthesize it. The reactants are: C[O:2][C:3](=[O:29])[CH2:4][C:5]1[CH:6]=[C:7]([C:13]2[CH:18]=[CH:17][C:16]([C:19]([F:22])([F:21])[F:20])=[CH:15][C:14]=2[CH2:23][N:24]([C:26](=[O:28])[CH3:27])[CH3:25])[C:8]([O:11][CH3:12])=[CH:9][CH:10]=1.CO.[OH-].[Na+]. (6) Given the product [OH:1][C@@H:2]1[CH2:11][C:10]2[C:5](=[CH:6][C:7]([O:14][CH3:15])=[CH:8][C:9]=2[O:12][CH3:13])[O:4][C@@H:3]1[C:16]1[CH:24]=[CH:23][C:28]([C:27]([N:29]2[CH2:32][CH2:33][N:59]([CH3:64])[CH2:31][CH2:30]2)=[O:41])=[C:18]([O:25][CH3:26])[CH:17]=1, predict the reactants needed to synthesize it. The reactants are: [OH:1][C@@H:2]1[CH2:11][C:10]2[C:5](=[CH:6][C:7]([O:14][CH3:15])=[CH:8][C:9]=2[O:12][CH3:13])[O:4][C@@H:3]1[C:16]1[CH:24]=[CH:23]C(C(O)=O)=[C:18]([O:25][CH3:26])[CH:17]=1.[CH2:27]([N:29]([CH2:32][CH3:33])[CH2:30][CH3:31])[CH3:28].CN(C([O:41]N1N=NC2C=CC=NC1=2)=[N+](C)C)C.F[P-](F)(F)(F)(F)F.C[N:59]1[CH2:64]CNCC1. (7) Given the product [N:11]([CH:7]([C:2]1[CH:3]=[N:4][CH:5]=[CH:6][N:1]=1)[CH2:8][CH3:9])=[N+:12]=[N-:13], predict the reactants needed to synthesize it. The reactants are: [N:1]1[CH:6]=[CH:5][N:4]=[CH:3][C:2]=1[CH:7](O)[CH2:8][CH3:9].[N:11](C([C@H]1CCCO1)CC)=[N+:12]=[N-:13]. (8) Given the product [ClH:1].[Cl:1][C:2]1[CH:3]=[C:4]([C:8]2[N:13]=[C:12]3[CH2:14][CH2:15][CH2:16][C:11]3=[C:10]([NH:17][C:18]3[CH:19]=[C:20]([CH2:24][C:25]([NH2:29])=[O:26])[CH:21]=[CH:22][CH:23]=3)[CH:9]=2)[CH:5]=[CH:6][CH:7]=1, predict the reactants needed to synthesize it. The reactants are: [Cl:1][C:2]1[CH:3]=[C:4]([C:8]2[N:13]=[C:12]3[CH2:14][CH2:15][CH2:16][C:11]3=[C:10]([NH:17][C:18]3[CH:19]=[C:20]([CH2:24][C:25](OC)=[O:26])[CH:21]=[CH:22][CH:23]=3)[CH:9]=2)[CH:5]=[CH:6][CH:7]=1.[NH3:29]. (9) Given the product [CH3:36][C@H:37]1[CH2:42][CH2:41][CH2:40][N:39]([CH2:8][CH2:9][CH2:10][O:11][C:12]2[CH:17]=[CH:16][C:15]([C:18]3[CH:23]=[CH:22][N+:21]([O-:24])=[CH:20][CH:19]=3)=[CH:14][CH:13]=2)[CH2:38]1, predict the reactants needed to synthesize it. The reactants are: C(=O)([O-])[O-].[K+].[K+].Cl[CH2:8][CH2:9][CH2:10][O:11][C:12]1[CH:17]=[CH:16][C:15]([C:18]2[CH:23]=[CH:22][N+:21]([O-:24])=[CH:20][CH:19]=2)=[CH:14][CH:13]=1.C(O)(=O)C(C1C=CC=CC=1)O.[CH3:36][C@H:37]1[CH2:42][CH2:41][CH2:40][NH:39][CH2:38]1.C([O-])(=O)C([O-])=O.C(O)(=O)C(O)=O.